Dataset: TCR-epitope binding with 47,182 pairs between 192 epitopes and 23,139 TCRs. Task: Binary Classification. Given a T-cell receptor sequence (or CDR3 region) and an epitope sequence, predict whether binding occurs between them. (1) The epitope is FLNRFTTTL. The TCR CDR3 sequence is CASSFYTLQETQYF. Result: 0 (the TCR does not bind to the epitope). (2) The epitope is GPGHKARVL. The TCR CDR3 sequence is CASSFGGATGPGELFF. Result: 1 (the TCR binds to the epitope). (3) The epitope is FLNGSCGSV. The TCR CDR3 sequence is CASSFDRINQPQHF. Result: 1 (the TCR binds to the epitope). (4) The epitope is RLRPGGKKK. The TCR CDR3 sequence is CASSQDGTGGLSYEQYF. Result: 0 (the TCR does not bind to the epitope). (5) The epitope is LPRRSGAAGA. The TCR CDR3 sequence is CASSSDPVAVTNQPQHF. Result: 1 (the TCR binds to the epitope). (6) The epitope is FTISVTTEIL. The TCR CDR3 sequence is CASSYGTSEGGRFF. Result: 1 (the TCR binds to the epitope). (7) The epitope is ISDYDYYRY. The TCR CDR3 sequence is CASSMADLSYEQYF. Result: 0 (the TCR does not bind to the epitope).